This data is from Forward reaction prediction with 1.9M reactions from USPTO patents (1976-2016). The task is: Predict the product of the given reaction. (1) The product is: [CH2:1]([O:3][C:4](=[O:18])[C:5]([CH3:17])([O:7][C:8]1[CH:13]=[CH:12][CH:11]=[C:10]([CH2:14][N:15]([CH3:16])[C:22]([C:21]2[C:20]([CH3:19])=[N:28][C:27]([C:29]3[CH:34]=[CH:33][C:32]([C:35]([F:38])([F:37])[F:36])=[CH:31][CH:30]=3)=[CH:26][CH:25]=2)=[O:24])[CH:9]=1)[CH3:6])[CH3:2]. Given the reactants [CH2:1]([O:3][C:4](=[O:18])[C:5]([CH3:17])([O:7][C:8]1[CH:13]=[CH:12][CH:11]=[C:10]([CH2:14][NH:15][CH3:16])[CH:9]=1)[CH3:6])[CH3:2].[CH3:19][C:20]1[N:28]=[C:27]([C:29]2[CH:34]=[CH:33][C:32]([C:35]([F:38])([F:37])[F:36])=[CH:31][CH:30]=2)[CH:26]=[CH:25][C:21]=1[C:22]([OH:24])=O.COC(=O)C1C=CC(C2C=CC(C(F)(F)F)=CC=2)=NC=1C, predict the reaction product. (2) Given the reactants [Li]CCCC.Br[C:7]1[CH:12]=[CH:11][CH:10]=[CH:9][C:8]=1[S:13][C:14]1[CH:19]=[CH:18][C:17]([CH3:20])=[CH:16][CH:15]=1.[C:21]([O:25][C:26]([N:28]1[CH2:33][CH2:32][C:31](=[O:34])[CH2:30][CH2:29]1)=[O:27])([CH3:24])([CH3:23])[CH3:22].[NH4+].[Cl-], predict the reaction product. The product is: [C:21]([O:25][C:26]([N:28]1[CH2:33][CH2:32][C:31]([C:7]2[CH:12]=[CH:11][CH:10]=[CH:9][C:8]=2[S:13][C:14]2[CH:19]=[CH:18][C:17]([CH3:20])=[CH:16][CH:15]=2)([OH:34])[CH2:30][CH2:29]1)=[O:27])([CH3:24])([CH3:22])[CH3:23]. (3) Given the reactants [NH2:1][C:2]1[N:7]=[N:6][C:5]([C:8]([OH:10])=O)=[CH:4][CH:3]=1.[C:11]([O:15][C:16]([N:18]1[CH:23]2[CH2:24][CH2:25][CH:19]1[CH2:20][NH:21][CH2:22]2)=[O:17])([CH3:14])([CH3:13])[CH3:12].CN(C(ON1N=NC2C=CC=NC1=2)=[N+](C)C)C.F[P-](F)(F)(F)(F)F.C(N(CC)C(C)C)(C)C, predict the reaction product. The product is: [C:11]([O:15][C:16]([N:18]1[CH:19]2[CH2:25][CH2:24][CH:23]1[CH2:22][N:21]([C:8]([C:5]1[N:6]=[N:7][C:2]([NH2:1])=[CH:3][CH:4]=1)=[O:10])[CH2:20]2)=[O:17])([CH3:14])([CH3:12])[CH3:13]. (4) Given the reactants [CH3:1][C:2]1[CH:7]=[CH:6][C:5]([C:8]2[CH:13]=[C:12]([C:14](=[O:24])[NH:15][CH2:16][C:17]3[CH:18]=[N:19][C:20]([CH3:23])=[CH:21][CH:22]=3)[CH:11]=[C:10]([C:25](O)=[O:26])[CH:9]=2)=[CH:4][CH:3]=1.[N:28]1([C:34]2[S:35][CH:36]=[CH:37][N:38]=2)[CH2:33][CH2:32][NH:31][CH2:30][CH2:29]1.F[P-](F)(F)(F)(F)F.C[N+](C)=C(N(C)C)ON1C2N=CC=CC=2N=N1.C(N(CC)C(C)C)(C)C, predict the reaction product. The product is: [CH3:1][C:2]1[CH:3]=[CH:4][C:5]([C:8]2[CH:9]=[C:10]([C:25]([N:31]3[CH2:32][CH2:33][N:28]([C:34]4[S:35][CH:36]=[CH:37][N:38]=4)[CH2:29][CH2:30]3)=[O:26])[CH:11]=[C:12]([C:14]([NH:15][CH2:16][C:17]3[CH:18]=[N:19][C:20]([CH3:23])=[CH:21][CH:22]=3)=[O:24])[CH:13]=2)=[CH:6][CH:7]=1.